Dataset: CYP1A2 inhibition data for predicting drug metabolism from PubChem BioAssay. Task: Regression/Classification. Given a drug SMILES string, predict its absorption, distribution, metabolism, or excretion properties. Task type varies by dataset: regression for continuous measurements (e.g., permeability, clearance, half-life) or binary classification for categorical outcomes (e.g., BBB penetration, CYP inhibition). Dataset: cyp1a2_veith. (1) The molecule is Cc1ccc(OCCOCCn2ccnc2)c(Br)c1. The result is 1 (inhibitor). (2) The molecule is COC(=O)C/C=C1\c2ccccc2[C@H](OC)[C@H]1C. The result is 0 (non-inhibitor). (3) The molecule is Cc1ccc(CNCC(O)(c2ccc(F)cc2)c2ccc(F)cc2)cc1. The result is 0 (non-inhibitor). (4) The drug is CCOc1ccc(C(=O)Nc2ccccc2N2CCCC2)cc1. The result is 1 (inhibitor). (5) The drug is Cc1cc([N+](=O)[O-])ccc1NCc1ccccc1. The result is 1 (inhibitor). (6) The molecule is COc1ccccc1CNc1ncnc2ccc(-c3ccc(N(C)C)cc3)cc12. The result is 1 (inhibitor).